From a dataset of CYP3A4 inhibition data for predicting drug metabolism from PubChem BioAssay. Regression/Classification. Given a drug SMILES string, predict its absorption, distribution, metabolism, or excretion properties. Task type varies by dataset: regression for continuous measurements (e.g., permeability, clearance, half-life) or binary classification for categorical outcomes (e.g., BBB penetration, CYP inhibition). Dataset: cyp3a4_veith. (1) The molecule is Oc1ccccc1-c1nnc(-c2ccc(C(F)(F)F)cc2)o1. The result is 0 (non-inhibitor). (2) The molecule is COCCNC(=O)CCn1c(=O)oc2ccccc21. The result is 0 (non-inhibitor).